From a dataset of Forward reaction prediction with 1.9M reactions from USPTO patents (1976-2016). Predict the product of the given reaction. (1) Given the reactants [C:1]([CH2:3][CH2:4][CH2:5][CH2:6][CH2:7][CH2:8][N:9]1[C@@H:13]([C:14](OC)=[O:15])[CH2:12][O:11][C:10]1=[O:18])#[N:2].[BH4-].[Na+], predict the reaction product. The product is: [OH:15][CH2:14][C@H:13]1[CH2:12][O:11][C:10](=[O:18])[N:9]1[CH2:8][CH2:7][CH2:6][CH2:5][CH2:4][CH2:3][C:1]#[N:2]. (2) Given the reactants [NH:1]1[C:5]2[CH:6]=[CH:7][CH:8]=[CH:9][C:4]=2[N:3]=[N:2]1.[Cl:10][C:11]1[CH:19]=[CH:18][C:14]([C:15]([NH2:17])=[O:16])=[CH:13][CH:12]=1.[CH3:20][CH:21]([CH3:25])[CH2:22][CH:23]=O.C1(C)C=CC(S(O)(=O)=O)=CC=1, predict the reaction product. The product is: [N:1]1([CH:23]([NH:17][C:15](=[O:16])[C:14]2[CH:18]=[CH:19][C:11]([Cl:10])=[CH:12][CH:13]=2)[CH2:22][CH:21]([CH3:25])[CH3:20])[C:5]2[CH:6]=[CH:7][CH:8]=[CH:9][C:4]=2[N:3]=[N:2]1. (3) Given the reactants [NH2:1][C:2]1O[N:5]=[C:4]([C:7]([CH3:11])([CH3:10])[CH2:8][OH:9])[CH:3]=1.[CH3:12][NH:13]N, predict the reaction product. The product is: [NH2:1][C:2]1[N:13]([CH3:12])[N:5]=[C:4]([C:7]([CH3:11])([CH3:10])[CH2:8][OH:9])[CH:3]=1. (4) Given the reactants C(O[CH:4]=[N:5][C:6]1[S:15][C:9]2[CH2:10][N:11]([CH3:14])[CH2:12][CH2:13][C:8]=2[C:7]=1[C:16]([O:18]CC)=O)C.[CH2:21]([CH2:23][NH2:24])[OH:22], predict the reaction product. The product is: [OH:22][CH2:21][CH2:23][N:24]1[C:16](=[O:18])[C:7]2[C:8]3[CH2:13][CH2:12][N:11]([CH3:14])[CH2:10][C:9]=3[S:15][C:6]=2[N:5]=[CH:4]1. (5) Given the reactants [NH:1]1[C:9]2[C:4](=[CH:5][CH:6]=[CH:7][CH:8]=2)[C:3]([CH2:10][C:11]([CH3:14])([NH2:13])[CH3:12])=[CH:2]1.[F:15][C:16]1[CH:17]=[C:18](/[CH:24]=[CH:25]/[C:26]([O:28][CH3:29])=[O:27])[CH:19]=[CH:20][C:21]=1[CH:22]=O, predict the reaction product. The product is: [CH3:12][C:11]1([CH3:14])[NH:13][CH:22]([C:21]2[CH:20]=[CH:19][C:18](/[CH:24]=[CH:25]/[C:26]([O:28][CH3:29])=[O:27])=[CH:17][C:16]=2[F:15])[C:2]2[NH:1][C:9]3[C:4]([C:3]=2[CH2:10]1)=[CH:5][CH:6]=[CH:7][CH:8]=3. (6) Given the reactants [N:1]([CH2:4][C@@H:5]([C:14]1[CH:23]=[CH:22][C:21]([O:24][CH2:25][C:26]2[CH:31]=[CH:30][CH:29]=[CH:28][CH:27]=2)=[C:20]2[C:15]=1C=CC(=O)N2)[O:6][Si](C(C)(C)C)(C)C)=[N+:2]=[N-:3].C(OC1C=CC([C@@H](O)CBr)=CC=1[CH2:51][O:52][Si:53]([C:56]([CH3:59])([CH3:58])[CH3:57])([CH3:55])[CH3:54])C1C=CC=CC=1, predict the reaction product. The product is: [N:1]([CH2:4][C@@H:5]([C:14]1[CH:23]=[CH:22][C:21]([O:24][CH2:25][C:26]2[CH:27]=[CH:28][CH:29]=[CH:30][CH:31]=2)=[C:20]([CH2:51][O:52][Si:53]([C:56]([CH3:59])([CH3:58])[CH3:57])([CH3:55])[CH3:54])[CH:15]=1)[OH:6])=[N+:2]=[N-:3]. (7) Given the reactants Br[CH2:2][C:3]1[CH:13]=[CH:12][C:6]([C:7]([O:9][CH2:10][CH3:11])=[O:8])=[CH:5][C:4]=1[C:14]([F:17])([F:16])[F:15].C1(C)C=CC=CC=1.[P:25]([O:30]C)([O:28][CH3:29])[O:26][CH3:27], predict the reaction product. The product is: [CH3:27][O:26][P:25]([CH2:2][C:3]1[CH:13]=[CH:12][C:6]([C:7]([O:9][CH2:10][CH3:11])=[O:8])=[CH:5][C:4]=1[C:14]([F:17])([F:16])[F:15])([O:28][CH3:29])=[O:30].